This data is from NCI-60 drug combinations with 297,098 pairs across 59 cell lines. The task is: Regression. Given two drug SMILES strings and cell line genomic features, predict the synergy score measuring deviation from expected non-interaction effect. (1) Drug 1: CN(C)C1=NC(=NC(=N1)N(C)C)N(C)C. Drug 2: CNC(=O)C1=NC=CC(=C1)OC2=CC=C(C=C2)NC(=O)NC3=CC(=C(C=C3)Cl)C(F)(F)F. Cell line: HS 578T. Synergy scores: CSS=12.7, Synergy_ZIP=-0.370, Synergy_Bliss=-2.00, Synergy_Loewe=-29.1, Synergy_HSA=-8.11. (2) Drug 1: CN1C2=C(C=C(C=C2)N(CCCl)CCCl)N=C1CCCC(=O)O.Cl. Drug 2: CCCCCOC(=O)NC1=NC(=O)N(C=C1F)C2C(C(C(O2)C)O)O. Cell line: HOP-62. Synergy scores: CSS=28.0, Synergy_ZIP=-5.32, Synergy_Bliss=-5.63, Synergy_Loewe=-4.05, Synergy_HSA=-6.25. (3) Drug 1: C1=NC2=C(N1)C(=S)N=C(N2)N. Drug 2: C1=NC2=C(N=C(N=C2N1C3C(C(C(O3)CO)O)F)Cl)N. Cell line: ACHN. Synergy scores: CSS=68.5, Synergy_ZIP=3.65, Synergy_Bliss=3.73, Synergy_Loewe=3.61, Synergy_HSA=8.38. (4) Drug 1: C1CCN(CC1)CCOC2=CC=C(C=C2)C(=O)C3=C(SC4=C3C=CC(=C4)O)C5=CC=C(C=C5)O. Drug 2: CCCS(=O)(=O)NC1=C(C(=C(C=C1)F)C(=O)C2=CNC3=C2C=C(C=N3)C4=CC=C(C=C4)Cl)F. Cell line: OVCAR3. Synergy scores: CSS=18.6, Synergy_ZIP=-1.29, Synergy_Bliss=0.210, Synergy_Loewe=-1.50, Synergy_HSA=-0.780.